Dataset: Catalyst prediction with 721,799 reactions and 888 catalyst types from USPTO. Task: Predict which catalyst facilitates the given reaction. (1) The catalyst class is: 22. Product: [Br:14][C:15]1[S:19][C:18]([S:20]([NH:1][CH2:2][C:3]([OH:5])([CH3:6])[CH3:4])(=[O:22])=[O:21])=[CH:17][CH:16]=1. Reactant: [NH2:1][CH2:2][C:3]([CH3:6])([OH:5])[CH3:4].C(N(CC)CC)C.[Br:14][C:15]1[S:19][C:18]([S:20](Cl)(=[O:22])=[O:21])=[CH:17][CH:16]=1. (2) Reactant: [CH2:1]([O:3][C:4](=[O:33])[C:5]([O:26][C:27]1[CH:32]=[CH:31][CH:30]=[CH:29][CH:28]=1)([CH3:25])[CH2:6][C:7]1[C:16]2[C:11](=[CH:12][CH:13]=[CH:14][CH:15]=2)[C:10](OCC2C=CC=CC=2)=[CH:9][CH:8]=1)[CH3:2]. Product: [CH2:1]([O:3][C:4](=[O:33])[C:5]([O:26][C:27]1[CH:32]=[CH:31][CH:30]=[CH:29][CH:28]=1)([CH3:25])[CH2:6][C:7]1[C:16]2[C:11](=[CH:12][CH:13]=[CH:14][CH:15]=2)[CH:10]=[CH:9][CH:8]=1)[CH3:2]. The catalyst class is: 78. (3) Reactant: [CH3:1][O:2][C:3]([CH:5]1[CH2:8][CH2:7][N:6]1[C:9]([O:11][C:12]([CH3:15])([CH3:14])[CH3:13])=[O:10])=[O:4].[Li+].C[Si]([N-][Si](C)(C)C)(C)C.CCCCCC.[CH2:32](Br)[C:33]1[CH:38]=[CH:37][CH:36]=[CH:35][CH:34]=1.[NH4+].[Cl-]. Product: [CH3:1][O:2][C:3]([C:5]1([CH2:32][C:33]2[CH:38]=[CH:37][CH:36]=[CH:35][CH:34]=2)[CH2:8][CH2:7][N:6]1[C:9]([O:11][C:12]([CH3:15])([CH3:14])[CH3:13])=[O:10])=[O:4]. The catalyst class is: 49.